From a dataset of Forward reaction prediction with 1.9M reactions from USPTO patents (1976-2016). Predict the product of the given reaction. (1) Given the reactants [O:1]1[CH:5]=[N:4][C:3]([CH2:6][N:7]2[CH2:12][CH2:11][N:10]([C:13](OC(C)(C)C)=O)[CH2:9][CH2:8]2)=[N:2]1.C(O)(C(F)(F)F)=O.[NH2:27][C:28]1[C:33]([N+:34]([O-:36])=[O:35])=C(Cl)[C:31]([Cl:38])=[CH:30][N:29]=1.CCN(C(C)C)C(C)C, predict the reaction product. The product is: [O:1]1[CH:5]=[N:4][C:3]([CH2:6][N:7]2[CH2:8][CH2:9][N:10]([C:13]3[C:31]([Cl:38])=[CH:30][N:29]=[C:28]([NH2:27])[C:33]=3[N+:34]([O-:36])=[O:35])[CH2:11][CH2:12]2)=[N:2]1. (2) Given the reactants [N+:1]([C:4]1[N:5]=[C:6]([C:9]([O:11][CH2:12][CH3:13])=[O:10])[NH:7][CH:8]=1)([O-:3])=[O:2].[C:14](=O)([O-])[O-].[K+].[K+].IC.C1CCCCC1.C(OCC)(=O)C, predict the reaction product. The product is: [CH3:14][N:7]1[CH:8]=[C:4]([N+:1]([O-:3])=[O:2])[N:5]=[C:6]1[C:9]([O:11][CH2:12][CH3:13])=[O:10]. (3) Given the reactants N1CC[C@@H](O)C1.[NH2:7][C:8]1[N:13]=[CH:12][N:11]=[C:10]2[N:14]([CH:35]3[CH2:39][CH2:38][N:37]([CH3:40])[CH2:36]3)[N:15]=[C:16]([C:17]3[CH:22]=[CH:21][C:20]([NH:23][C:24]4[O:25][C:26]5[C:32]([CH3:33])=[CH:31][C:30]([CH3:34])=[CH:29][C:27]=5[N:28]=4)=[CH:19][CH:18]=3)[C:9]=12, predict the reaction product. The product is: [NH2:7][C:8]1[N:13]=[CH:12][N:11]=[C:10]2[N:14]([C@H:35]3[CH2:39][CH2:38][N:37]([CH3:40])[CH2:36]3)[N:15]=[C:16]([C:17]3[CH:18]=[CH:19][C:20]([NH:23][C:24]4[O:25][C:26]5[C:32]([CH3:33])=[CH:31][C:30]([CH3:34])=[CH:29][C:27]=5[N:28]=4)=[CH:21][CH:22]=3)[C:9]=12. (4) Given the reactants [C:1]([N:4]1[C:13]2[C:8](=[CH:9][C:10](B3OC(C)(C)C(C)(C)O3)=[CH:11][CH:12]=2)[C@H:7]([NH:23][C:24](=[O:30])[O:25][C:26]([CH3:29])([CH3:28])[CH3:27])[CH2:6][C@@H:5]1[CH3:31])(=[O:3])[CH3:2].Br[C:33]1[CH:42]=[CH:41][C:36]([C:37]([O:39][CH3:40])=[O:38])=[CH:35][N:34]=1.C(=O)([O-])[O-].[K+].[K+].COCCOC, predict the reaction product. The product is: [C:1]([N:4]1[C:13]2[C:8](=[CH:9][C:10]([C:33]3[CH:42]=[CH:41][C:36]([C:37]([O:39][CH3:40])=[O:38])=[CH:35][N:34]=3)=[CH:11][CH:12]=2)[C@H:7]([NH:23][C:24]([O:25][C:26]([CH3:29])([CH3:28])[CH3:27])=[O:30])[CH2:6][C@@H:5]1[CH3:31])(=[O:3])[CH3:2]. (5) Given the reactants [C:1]([O:5][C:6](=[O:36])[NH:7][C:8]1([C:12]2[CH:17]=[CH:16][C:15]([C:18]3[C:27](=[O:28])[C:26]4[C:21](=[CH:22]C=[C:24](F)[CH:25]=4)[O:20][C:19]=3[C:30]3[CH:35]=[CH:34][CH:33]=[CH:32][CH:31]=3)=[CH:14][CH:13]=2)[CH2:11][CH2:10][CH2:9]1)([CH3:4])([CH3:3])[CH3:2].IC1C(=O)C2C=C[N:43]3[C:56](=[O:57])[N:55]([CH3:58])[N:54]=C3C=2OC=1C1C=CC=CC=1, predict the reaction product. The product is: [C:1]([O:5][C:6](=[O:36])[NH:7][C:8]1([C:12]2[CH:17]=[CH:16][C:15]([C:18]3[C:27](=[O:28])[C:26]4[CH:25]=[CH:24][N:43]5[C:56](=[O:57])[N:55]([CH3:58])[N:54]=[C:22]5[C:21]=4[O:20][C:19]=3[C:30]3[CH:35]=[CH:34][CH:33]=[CH:32][CH:31]=3)=[CH:14][CH:13]=2)[CH2:11][CH2:10][CH2:9]1)([CH3:3])([CH3:4])[CH3:2]. (6) Given the reactants [F:1][C:2]([F:17])([F:16])[CH2:3][C:4]([C:7]1[CH:12]=[CH:11][CH:10]=[C:9]([N+:13]([O-:15])=[O:14])[CH:8]=1)=NN.[CH2:18]([N:24]1[C:28](=[O:29])[CH:27]=[CH:26][C:25]1=[O:30])[CH2:19][CH2:20][CH2:21][CH2:22][CH3:23], predict the reaction product. The product is: [CH2:18]([N:24]1[C:25](=[O:30])[CH:26]2[CH:27]([C:4]2([C:7]2[CH:12]=[CH:11][CH:10]=[C:9]([N+:13]([O-:15])=[O:14])[CH:8]=2)[CH2:3][C:2]([F:17])([F:16])[F:1])[C:28]1=[O:29])[CH2:19][CH2:20][CH2:21][CH2:22][CH3:23]. (7) Given the reactants Cl.[C:2]1([CH:9]=[CH:8][CH:7]=[C:5]([OH:6])[CH:4]=1)[OH:3].[N+:10]([C:13]1[CH:18]=[C:17]([CH:19]=O)[CH:16]=[CH:15][N:14]=1)([O-:12])=[O:11].C(C1C(=O)C(Cl)=C(Cl)C(=O)C=1C#N)#[N:22], predict the reaction product. The product is: [N+:10]([C:13]1[CH:18]=[C:17]([C:19]2[O:3][C:2]3[CH:4]=[C:5]([OH:6])[CH:7]=[CH:8][C:9]=3[N:22]=2)[CH:16]=[CH:15][N:14]=1)([O-:12])=[O:11].